From a dataset of Catalyst prediction with 721,799 reactions and 888 catalyst types from USPTO. Predict which catalyst facilitates the given reaction. (1) Reactant: [CH3:1][C:2]([CH3:27])([CH3:26])[C@@H:3]([C:19]([O:21][C:22]([CH3:25])([CH3:24])[CH3:23])=[O:20])[NH:4][CH2:5][CH2:6][NH:7][CH2:8][C:9]1[CH:14]=[CH:13][CH:12]=[CH:11][C:10]=1[C:15]([F:18])([F:17])[F:16].[C:28](=O)(ON1C(=O)CCC1=O)[O:29]N1C(=O)CCC1=O.C(N(CC)CC)C. Product: [CH3:1][C:2]([CH3:27])([CH3:26])[C@H:3]([N:4]1[CH2:5][CH2:6][N:7]([CH2:8][C:9]2[CH:14]=[CH:13][CH:12]=[CH:11][C:10]=2[C:15]([F:18])([F:16])[F:17])[C:28]1=[O:29])[C:19]([O:21][C:22]([CH3:25])([CH3:24])[CH3:23])=[O:20]. The catalyst class is: 68. (2) Reactant: [F:1][C:2]1[C:3]([NH:12][C:13]2[CH:18]=[CH:17][C:16]([C:19]([O:21][CH3:22])=[O:20])=[CH:15][C:14]=2[F:23])=[C:4]([CH:8]=[CH:9][C:10]=1[F:11])[C:5]([OH:7])=O.[NH2:24][O:25][CH2:26][CH2:27][OH:28].[Cl-].COC1N=C(OC)N=C([N+]2(C)CCOCC2)N=1. Product: [F:1][C:2]1[C:10]([F:11])=[CH:9][CH:8]=[C:4]([C:5]([NH:24][O:25][CH2:26][CH2:27][OH:28])=[O:7])[C:3]=1[NH:12][C:13]1[CH:18]=[CH:17][C:16]([C:19]([O:21][CH3:22])=[O:20])=[CH:15][C:14]=1[F:23]. The catalyst class is: 5. (3) Reactant: CI.[C:3]([O:7][C:8]([N:10]1[CH2:16][CH2:15][CH2:14][N:13]([C:17]2[CH:22]=[CH:21][C:20]([NH:23][S:24]([C:27]3[CH:32]=[CH:31][CH:30]=[CH:29][CH:28]=3)(=[O:26])=[O:25])=[C:19]([NH:33][S:34]([C:37]3[CH:42]=[CH:41][CH:40]=[CH:39][CH:38]=3)(=[O:36])=[O:35])[CH:18]=2)[CH2:12][CH2:11]1)=[O:9])([CH3:6])([CH3:5])[CH3:4].[C:43]([O-])([O-])=O.[K+].[K+]. Product: [C:3]([O:7][C:8]([N:10]1[CH2:16][CH2:15][CH2:14][N:13]([C:17]2[CH:22]=[CH:21][C:20]([NH:23][S:24]([C:27]3[CH:32]=[CH:31][CH:30]=[CH:29][CH:28]=3)(=[O:25])=[O:26])=[C:19]([N:33]([CH3:43])[S:34]([C:37]3[CH:42]=[CH:41][CH:40]=[CH:39][CH:38]=3)(=[O:35])=[O:36])[CH:18]=2)[CH2:12][CH2:11]1)=[O:9])([CH3:6])([CH3:4])[CH3:5]. The catalyst class is: 21. (4) Reactant: [F:1][C:2]1[CH:7]=[C:6]([C:8]([CH3:10])=[CH2:9])[CH:5]=[CH:4][C:3]=1[C@@H:11]([NH:13][S@@](C(C)(C)C)=O)[CH3:12].[ClH:20]. Product: [ClH:20].[F:1][C:2]1[CH:7]=[C:6]([C:8]([CH3:10])=[CH2:9])[CH:5]=[CH:4][C:3]=1[C@@H:11]([NH2:13])[CH3:12]. The catalyst class is: 12. (5) Reactant: [NH2:1][C@@H:2]1[CH2:7][CH2:6][CH2:5][C@H:4]([OH:8])[CH2:3]1.C(=O)(O)[O-].[Na+].Cl[CH2:15][C:16]1[CH:21]=[CH:20][CH:19]=[CH:18][CH:17]=1. Product: [CH2:15]([N:1]([CH2:15][C:16]1[CH:21]=[CH:20][CH:19]=[CH:18][CH:17]=1)[C@@H:2]1[CH2:7][CH2:6][CH2:5][C@H:4]([OH:8])[CH2:3]1)[C:16]1[CH:21]=[CH:20][CH:19]=[CH:18][CH:17]=1. The catalyst class is: 8. (6) Reactant: [F:1][C:2]([F:13])([F:12])[C:3]1[CH:4]=[C:5](B(O)O)[CH:6]=[CH:7][CH:8]=1.[CH2:14]([O:21][C:22]1[CH:23]=[CH:24][C:25]2[C:26]3[N:34]=[C:33](Br)[CH:32]=[C:31]([C:36]([O:38][CH3:39])=[O:37])[C:27]=3[NH:28][C:29]=2[CH:30]=1)[C:15]1[CH:20]=[CH:19][CH:18]=[CH:17][CH:16]=1.[O-]P([O-])([O-])=O.[K+].[K+].[K+].C1(P(C2CCCCC2)C2C=CC=CC=2C2C(OC)=CC=CC=2OC)CCCCC1. Product: [CH2:14]([O:21][C:22]1[CH:23]=[CH:24][C:25]2[C:26]3[N:34]=[C:33]([C:5]4[CH:6]=[CH:7][CH:8]=[C:3]([C:2]([F:13])([F:12])[F:1])[CH:4]=4)[CH:32]=[C:31]([C:36]([O:38][CH3:39])=[O:37])[C:27]=3[NH:28][C:29]=2[CH:30]=1)[C:15]1[CH:20]=[CH:19][CH:18]=[CH:17][CH:16]=1. The catalyst class is: 318.